This data is from Full USPTO retrosynthesis dataset with 1.9M reactions from patents (1976-2016). The task is: Predict the reactants needed to synthesize the given product. (1) The reactants are: [F:1][C:2]1[C:7]([F:8])=[CH:6][CH:5]=[C:4]([F:9])[N:3]=1.[N+:10]([O-])([OH:12])=[O:11].OS(O)(=O)=O. Given the product [F:1][C:2]1[C:7]([F:8])=[CH:6][C:5]([N+:10]([O-:12])=[O:11])=[C:4]([F:9])[N:3]=1, predict the reactants needed to synthesize it. (2) Given the product [Cl:1][CH2:2][CH2:3][CH2:4][C@H:5]1[C:18](=[O:19])[N:8]2[C@@H:9]([C:12]3[CH:17]=[CH:16][CH:15]=[CH:14][CH:13]=3)[O:10][CH2:11][C@@H:7]2[CH2:6]1, predict the reactants needed to synthesize it. The reactants are: [Cl:1][CH2:2][CH2:3][CH2:4][C:5]1(C(O)=O)[C:18](=[O:19])[N:8]2[C@@H:9]([C:12]3[CH:17]=[CH:16][CH:15]=[CH:14][CH:13]=3)[O:10][CH2:11][C@@H:7]2[CH2:6]1. (3) Given the product [F:26][C:27]1[C:32]([CH:33]=[O:34])=[CH:31][CH:30]=[CH:29][C:28]=1[C:2]1[CH:3]=[C:4]([CH2:16][N:17]([CH3:25])[C:18](=[O:24])[O:19][C:20]([CH3:23])([CH3:22])[CH3:21])[S:5][C:6]=1[S:7]([C:10]1[CH:15]=[CH:14][CH:13]=[CH:12][CH:11]=1)(=[O:9])=[O:8], predict the reactants needed to synthesize it. The reactants are: Br[C:2]1[CH:3]=[C:4]([CH2:16][N:17]([CH3:25])[C:18](=[O:24])[O:19][C:20]([CH3:23])([CH3:22])[CH3:21])[S:5][C:6]=1[S:7]([C:10]1[CH:15]=[CH:14][CH:13]=[CH:12][CH:11]=1)(=[O:9])=[O:8].[F:26][C:27]1[C:32]([CH:33]=[O:34])=[CH:31][CH:30]=[CH:29][C:28]=1B(O)O.C(=O)([O-])[O-].[Na+].[Na+].COCCOC. (4) Given the product [OH:26][CH2:25][C-:9]1[CH:8]=[CH:7][C:6]([CH2:10][N:11]([CH3:13])[CH3:12])=[C:5]1[CH2:4][N:2]([CH3:1])[CH3:3].[CH-:14]1[CH:18]=[CH:17][CH:16]=[CH:15]1.[Fe+2:19], predict the reactants needed to synthesize it. The reactants are: [CH3:1][N:2]([CH2:4][C-:5]1[CH:9]=[CH:8][CH:7]=[C:6]1[CH2:10][N:11]([CH3:13])[CH3:12])[CH3:3].[CH-:14]1[CH:18]=[CH:17][CH:16]=[CH:15]1.[Fe+2:19].C([Li])CCC.[CH2:25]=[O:26]. (5) The reactants are: N12CCCN=C1CCCCC2.[Br:12][CH:13]([C:16]1[C:24]2[O:23][C:22]([C:25]3[CH:30]=[CH:29][C:28]([OH:31])=[CH:27][CH:26]=3)=[N:21][C:20]=2[CH:19]=[C:18]([OH:32])[CH:17]=1)[CH2:14]Br. Given the product [Br:12][C:13]([C:16]1[C:24]2[O:23][C:22]([C:25]3[CH:30]=[CH:29][C:28]([OH:31])=[CH:27][CH:26]=3)=[N:21][C:20]=2[CH:19]=[C:18]([OH:32])[CH:17]=1)=[CH2:14], predict the reactants needed to synthesize it.